The task is: Predict the reaction yield, written as a fraction of the theoretical maximum amount of product (1.0 means a 100% yield; for example, 0.34 means a 34% yield).. This data is from Reaction yield outcomes from USPTO patents with 853,638 reactions. The reactants are F[C:2]1[CH:7]=[CH:6][C:5]([CH:8]([NH:10][C:11](=[O:17])[O:12][C:13]([CH3:16])([CH3:15])[CH3:14])[CH3:9])=[CH:4][C:3]=1[N+:18]([O-:20])=[O:19].[NH4+:21].[OH-].CCOC(C)=O.O. The catalyst is C1COCC1. The product is [NH2:21][C:2]1[CH:7]=[CH:6][C:5]([CH:8]([NH:10][C:11](=[O:17])[O:12][C:13]([CH3:16])([CH3:15])[CH3:14])[CH3:9])=[CH:4][C:3]=1[N+:18]([O-:20])=[O:19]. The yield is 0.760.